This data is from Forward reaction prediction with 1.9M reactions from USPTO patents (1976-2016). The task is: Predict the product of the given reaction. (1) Given the reactants [CH3:1][O:2][C:3]1[CH:8]=[C:7]([O:9][C:10]([F:13])([F:12])[F:11])[CH:6]=[CH:5][C:4]=1B(O)O.C([O-])([O-])=O.[K+].[K+].O.Cl[C:25]1[C:30]([CH3:31])=[CH:29][C:28]([N+:32]([O-:34])=[O:33])=[CH:27][N:26]=1, predict the reaction product. The product is: [CH3:1][O:2][C:3]1[CH:8]=[C:7]([O:9][C:10]([F:13])([F:12])[F:11])[CH:6]=[CH:5][C:4]=1[C:25]1[C:30]([CH3:31])=[CH:29][C:28]([N+:32]([O-:34])=[O:33])=[CH:27][N:26]=1. (2) Given the reactants [CH3:1][O:2][C:3]1[CH:8]=[CH:7][C:6]([C@H:9]2[CH2:18][CH2:17][CH2:16][C@@H:15]3[N:10]2[C:11](=[O:19])[CH2:12][CH:13]=[CH:14]3)=[CH:5][CH:4]=1.[H][H], predict the reaction product. The product is: [CH3:1][O:2][C:3]1[CH:4]=[CH:5][C:6]([C@H:9]2[CH2:18][CH2:17][CH2:16][C@@H:15]3[N:10]2[C:11](=[O:19])[CH2:12][CH2:13][CH2:14]3)=[CH:7][CH:8]=1.